Dataset: hERG Central: cardiac toxicity at 1µM, 10µM, and general inhibition. Task: Predict hERG channel inhibition at various concentrations. (1) The molecule is Cc1ccc2c(c1)C1CN(C)CCC1N2C(=S)NC(=O)c1ccc(Cl)cc1Cl. Results: hERG_inhib (hERG inhibition (general)): blocker. (2) The molecule is Cc1ccc(Cl)cc1N1CCN(CC(O)COCc2ccco2)CC1.O=C(O)C(=O)O. Results: hERG_inhib (hERG inhibition (general)): blocker.